From a dataset of Peptide-MHC class II binding affinity with 134,281 pairs from IEDB. Regression. Given a peptide amino acid sequence and an MHC pseudo amino acid sequence, predict their binding affinity value. This is MHC class II binding data. (1) The peptide sequence is DLIFLARSALILRGS. The binding affinity (normalized) is 0.808. The MHC is DRB1_1501 with pseudo-sequence DRB1_1501. (2) The peptide sequence is EKKYFAAYQFEPLAA. The MHC is DRB1_1001 with pseudo-sequence DRB1_1001. The binding affinity (normalized) is 0.774. (3) The peptide sequence is WLDAKSTWYGKPTGA. The MHC is DRB1_0405 with pseudo-sequence DRB1_0405. The binding affinity (normalized) is 0.0174.